This data is from Full USPTO retrosynthesis dataset with 1.9M reactions from patents (1976-2016). The task is: Predict the reactants needed to synthesize the given product. (1) The reactants are: [CH2:1]([O:8][C:9](=[O:26])[NH:10][C:11]1[CH:16]=[CH:15][C:14]([O:17][C:18]2[CH:23]=[C:22](Cl)[N:21]=[CH:20][N:19]=2)=[C:13]([CH3:25])[CH:12]=1)[C:2]1[CH:7]=[CH:6][CH:5]=[CH:4][CH:3]=1.[CH3:27][NH2:28].CC(C)=O.C(Cl)Cl. Given the product [CH2:1]([O:8][C:9](=[O:26])[NH:10][C:11]1[CH:16]=[CH:15][C:14]([O:17][C:18]2[CH:23]=[C:22]([NH:28][CH3:27])[N:21]=[CH:20][N:19]=2)=[C:13]([CH3:25])[CH:12]=1)[C:2]1[CH:7]=[CH:6][CH:5]=[CH:4][CH:3]=1, predict the reactants needed to synthesize it. (2) Given the product [ClH:74].[NH2:8][CH2:9][C@H:10]1[CH2:15][CH2:14][C@H:13]([C:16]([NH:18][CH:19]([CH2:43][C:44]2[CH:45]=[CH:46][C:47]([C:50]3[CH:55]=[CH:54][C:53]([C:56](=[O:72])[NH:57][C@H:58]4[CH2:63][CH2:62][C@H:61]([OH:64])[CH2:60][CH2:59]4)=[CH:52][C:51]=3[CH3:73])=[CH:48][CH:49]=2)[C:20]([NH:22][C:23]2[CH:24]=[CH:25][C:26]([C:29]3[NH:30][C:31]([C:34]([F:41])([F:42])[C:35]([F:39])([F:40])[C:36]([OH:38])=[O:37])=[N:32][N:33]=3)=[CH:27][CH:28]=2)=[O:21])=[O:17])[CH2:12][CH2:11]1, predict the reactants needed to synthesize it. The reactants are: C(OC([NH:8][CH2:9][C@H:10]1[CH2:15][CH2:14][C@H:13]([C:16]([NH:18][C@@H:19]([CH2:43][C:44]2[CH:49]=[CH:48][C:47]([C:50]3[CH:55]=[CH:54][C:53]([C:56](=[O:72])[NH:57][C@H:58]4[CH2:63][CH2:62][C@H:61]([O:64][Si](C(C)(C)C)(C)C)[CH2:60][CH2:59]4)=[CH:52][C:51]=3[CH3:73])=[CH:46][CH:45]=2)[C:20]([NH:22][C:23]2[CH:28]=[CH:27][C:26]([C:29]3[NH:30][C:31]([C:34]([F:42])([F:41])[C:35]([F:40])([F:39])[C:36]([OH:38])=[O:37])=[N:32][N:33]=3)=[CH:25][CH:24]=2)=[O:21])=[O:17])[CH2:12][CH2:11]1)=O)(C)(C)C.[ClH:74].C(#N)C.